Regression. Given a peptide amino acid sequence and an MHC pseudo amino acid sequence, predict their binding affinity value. This is MHC class I binding data. From a dataset of Peptide-MHC class I binding affinity with 185,985 pairs from IEDB/IMGT. (1) The MHC is HLA-A69:01 with pseudo-sequence HLA-A69:01. The peptide sequence is FYLPNIVDY. The binding affinity (normalized) is 0.0847. (2) The peptide sequence is KQKMFSNNV. The MHC is HLA-A11:01 with pseudo-sequence HLA-A11:01. The binding affinity (normalized) is 0. (3) The peptide sequence is HYVPESDAAA. The MHC is Patr-A0701 with pseudo-sequence Patr-A0701. The binding affinity (normalized) is 0. (4) The MHC is HLA-B44:03 with pseudo-sequence HLA-B44:03. The binding affinity (normalized) is 0.646. The peptide sequence is FEEAALCTFL. (5) The peptide sequence is QSYVDRFY. The MHC is Mamu-B17 with pseudo-sequence Mamu-B17. The binding affinity (normalized) is 0. (6) The peptide sequence is IPPYCTIAPV. The MHC is HLA-B53:01 with pseudo-sequence HLA-B53:01. The binding affinity (normalized) is 0. (7) The peptide sequence is VEIPNRIVF. The MHC is HLA-B40:01 with pseudo-sequence HLA-B40:01. The binding affinity (normalized) is 0.778. (8) The peptide sequence is GAGVASADP. The MHC is HLA-B15:01 with pseudo-sequence HLA-B15:01. The binding affinity (normalized) is 0. (9) The peptide sequence is LVDLFVFST. The MHC is HLA-A02:01 with pseudo-sequence HLA-A02:01. The binding affinity (normalized) is 0.378.